From a dataset of Catalyst prediction with 721,799 reactions and 888 catalyst types from USPTO. Predict which catalyst facilitates the given reaction. Product: [NH2:25][C:20]1[CH:19]=[C:18]([C:15]2[CH2:14][S:13][C:12]3=[N:11][N:10]=[C:9]([C:4]4[CH:5]=[CH:6][CH:7]=[CH:8][C:3]=4[O:2][CH3:1])[N:17]3[N:16]=2)[CH:23]=[CH:22][C:21]=1[CH3:24]. Reactant: [CH3:1][O:2][C:3]1[CH:8]=[CH:7][CH:6]=[CH:5][C:4]=1[C:9]1[N:17]2[C:12]([S:13][CH2:14][C:15]([C:18]3[CH:23]=[CH:22][C:21]([CH3:24])=[C:20]([N+:25]([O-])=O)[CH:19]=3)=[N:16]2)=[N:11][N:10]=1.O.O.[Sn](Cl)Cl. The catalyst class is: 8.